Dataset: Full USPTO retrosynthesis dataset with 1.9M reactions from patents (1976-2016). Task: Predict the reactants needed to synthesize the given product. (1) Given the product [CH2:17]([C@@H:24]1[NH:25][CH2:26][CH2:27][N:28]([C:2]2[C:8]3[CH:9]=[CH:10][CH:11]=[CH:12][C:7]=3[S:6][C:5]3[CH:13]=[CH:14][CH:15]=[CH:16][C:4]=3[N:3]=2)[CH2:29]1)[C:18]1[CH:19]=[CH:20][CH:21]=[CH:22][CH:23]=1, predict the reactants needed to synthesize it. The reactants are: Cl[C:2]1[C:8]2[CH:9]=[CH:10][CH:11]=[CH:12][C:7]=2[S:6][C:5]2[CH:13]=[CH:14][CH:15]=[CH:16][C:4]=2[N:3]=1.[CH2:17]([C@H:24]1[CH2:29][NH:28][CH2:27][CH2:26][NH:25]1)[C:18]1[CH:23]=[CH:22][CH:21]=[CH:20][CH:19]=1. (2) Given the product [CH2:1]([O:3][C:4]([C:6]1[S:10][C:9]([C:11]2[CH:12]=[CH:13][C:14]([Cl:17])=[CH:15][CH:16]=2)=[N:8][C:7]=1[CH2:18][Br:19])=[O:5])[CH3:2], predict the reactants needed to synthesize it. The reactants are: [CH2:1]([O:3][C:4]([C:6]1[S:10][C:9]([C:11]2[CH:16]=[CH:15][C:14]([Cl:17])=[CH:13][CH:12]=2)=[N:8][C:7]=1[CH3:18])=[O:5])[CH3:2].[Br:19]N1C(=O)CCC1=O. (3) Given the product [Br:1][C:2]1[CH:11]=[CH:10][C:9]2[C:4](=[CH:5][CH:6]=[C:7]([O:12][Si:22]([C:19]([CH3:21])([CH3:20])[CH3:18])([CH3:24])[CH3:23])[CH:8]=2)[CH:3]=1, predict the reactants needed to synthesize it. The reactants are: [Br:1][C:2]1[CH:11]=[CH:10][C:9]2[C:4](=[CH:5][CH:6]=[C:7]([OH:12])[CH:8]=2)[CH:3]=1.N1C=CN=C1.[CH3:18][C:19]([Si:22](Cl)([CH3:24])[CH3:23])([CH3:21])[CH3:20].O. (4) Given the product [Cl:1][C:2]1[CH:3]=[C:4]([C:12]2[O:14][N:37]=[C:38]([C:40]3[CH:45]=[N:44][CH:43]=[C:42]4[NH:46][CH:47]=[CH:48][C:41]=34)[N:39]=2)[CH:5]=[N:6][C:7]=1[O:8][CH:9]([CH3:10])[CH3:11], predict the reactants needed to synthesize it. The reactants are: [Cl:1][C:2]1[CH:3]=[C:4]([C:12]([OH:14])=O)[CH:5]=[N:6][C:7]=1[O:8][CH:9]([CH3:11])[CH3:10].C1C=CC2N(O)N=NC=2C=1.CCN=C=NCCCN(C)C.O[NH:37][C:38]([C:40]1[C:41]2[CH:48]=[CH:47][NH:46][C:42]=2[CH:43]=[N:44][CH:45]=1)=[NH:39].CCCC[N+](CCCC)(CCCC)CCCC.[F-].